From a dataset of Forward reaction prediction with 1.9M reactions from USPTO patents (1976-2016). Predict the product of the given reaction. (1) Given the reactants Cl.[C:2]([C:5]1[N:6]([CH2:23][C:24]2[CH:29]=[CH:28][C:27]([CH2:30][NH2:31])=[CH:26][CH:25]=2)[C:7](=[O:22])[C:8]2[C:13]([C:14]=1[C:15]1[CH:20]=[CH:19][CH:18]=[CH:17][CH:16]=1)=[CH:12][C:11]([Br:21])=[CH:10][CH:9]=2)(=[O:4])[CH3:3].C(N(CC)CC)C.[C:39](OC(=O)C)(=[O:41])[CH3:40], predict the reaction product. The product is: [C:2]([C:5]1[N:6]([CH2:23][C:24]2[CH:25]=[CH:26][C:27]([CH2:30][NH:31][C:39](=[O:41])[CH3:40])=[CH:28][CH:29]=2)[C:7](=[O:22])[C:8]2[C:13]([C:14]=1[C:15]1[CH:16]=[CH:17][CH:18]=[CH:19][CH:20]=1)=[CH:12][C:11]([Br:21])=[CH:10][CH:9]=2)(=[O:4])[CH3:3]. (2) Given the reactants CC1C=CC(S(O)(=O)=O)=CC=1.O.N[C:14]1[CH:19]=[CH:18][C:17]([CH:20]([CH3:26])[C:21]([O:23][CH2:24][CH3:25])=[O:22])=[CH:16][C:15]=1[F:27].N([O-])=O.[Na+].[I-:32], predict the reaction product. The product is: [F:27][C:15]1[CH:16]=[C:17]([CH:20]([CH3:26])[C:21]([O:23][CH2:24][CH3:25])=[O:22])[CH:18]=[CH:19][C:14]=1[I:32].